Task: Predict the reactants needed to synthesize the given product.. Dataset: Full USPTO retrosynthesis dataset with 1.9M reactions from patents (1976-2016) (1) Given the product [O-:33][S:31]([C:34]([F:37])([F:36])[F:35])(=[O:32])=[O:30].[C:4]1([CH3:9])[CH:5]=[C:6]([CH3:8])[CH:7]=[C:2]([CH3:29])[C:3]=1[N+:10]1[CH:14]=[CH:13][N:12]([CH2:15][C:16]2[CH:17]=[CH:18][C:19]([Si:22]([O:27][CH3:28])([O:25][CH3:26])[O:23][CH3:24])=[CH:20][CH:21]=2)[CH:11]=1, predict the reactants needed to synthesize it. The reactants are: [Cl-].[C:2]1([CH3:29])[CH:7]=[C:6]([CH3:8])[CH:5]=[C:4]([CH3:9])[C:3]=1[N+:10]1[CH:14]=[CH:13][N:12]([CH2:15][C:16]2[CH:21]=[CH:20][C:19]([Si:22]([O:27][CH3:28])([O:25][CH3:26])[O:23][CH3:24])=[CH:18][CH:17]=2)[CH:11]=1.[O-:30][S:31]([C:34]([F:37])([F:36])[F:35])(=[O:33])=[O:32].[K+]. (2) Given the product [Cl:1][C:2]1[C:7]([CH:8]=[O:9])=[CH:6][N:5]=[C:4]2[N:10]([CH2:22][O:21][CH2:20][CH2:19][Si:16]([CH3:18])([CH3:17])[CH3:15])[CH:11]=[CH:12][C:3]=12, predict the reactants needed to synthesize it. The reactants are: [Cl:1][C:2]1[C:7]([CH:8]=[O:9])=[CH:6][N:5]=[C:4]2[NH:10][CH:11]=[CH:12][C:3]=12.[H-].[Na+].[CH3:15][Si:16]([CH2:19][CH2:20][O:21][CH2:22]Cl)([CH3:18])[CH3:17]. (3) Given the product [OH:1][C@H:2]([CH2:48][OH:49])[CH2:3][CH2:4][NH:5][C:6]([CH:8]1[CH:12]([C:13]2[CH:18]=[CH:17][CH:16]=[C:15]([Cl:19])[C:14]=2[F:20])[C:11]([C:23]2[CH:28]=[CH:27][C:26]([Cl:29])=[CH:25][C:24]=2[F:30])([C:21]#[N:22])[CH:10]([CH2:31][C:32]([CH3:33])([CH:35]2[CH2:40][CH2:39][O:52][CH2:37][CH2:36]2)[CH3:34])[NH:9]1)=[O:7], predict the reactants needed to synthesize it. The reactants are: [OH:1][C@H:2]([CH2:48][OH:49])[CH2:3][CH2:4][NH:5][C:6]([CH:8]1[CH:12]([C:13]2[CH:18]=[CH:17][CH:16]=[C:15]([Cl:19])[C:14]=2[F:20])[C:11]([C:23]2[CH:28]=[CH:27][C:26]([Cl:29])=[CH:25][C:24]=2[F:30])([C:21]#[N:22])[CH:10]([CH2:31][C:32]([C:35]2[CH2:36][CH2:37]N(CC3C=CC=CC=3)[CH2:39][CH:40]=2)([CH3:34])[CH3:33])[NH:9]1)=[O:7].C(OCC)(=[O:52])C. (4) Given the product [C:1]([O:5][C:6]([N:8]1[C@H:12]([CH2:13][O:14][CH3:15])[CH2:11][CH2:10][C@H:9]1[CH2:16][OH:17])=[O:7])([CH3:4])([CH3:3])[CH3:2], predict the reactants needed to synthesize it. The reactants are: [C:1]([O:5][C:6]([N:8]1[C@H:12]([CH2:13][O:14][CH3:15])[CH2:11][CH2:10][C@H:9]1[CH2:16][O:17]CC1C=CC=CC=1)=[O:7])([CH3:4])([CH3:3])[CH3:2]. (5) The reactants are: ClC1C=CC=C(C(OO)=[O:9])C=1.[CH3:12][C:13](=[CH2:25])[CH2:14][N:15]1[C:19]2[CH:20]=[CH:21][CH:22]=[CH:23][C:18]=2[O:17][C:16]1=[O:24]. Given the product [CH3:25][C:13]1([CH2:14][N:15]2[C:19]3[CH:20]=[CH:21][CH:22]=[CH:23][C:18]=3[O:17][C:16]2=[O:24])[CH2:12][O:9]1, predict the reactants needed to synthesize it. (6) Given the product [NH2:8][C:9]1[N:10]=[CH:11][C:12]([C:15]2[N:23]=[C:22]3[C:18]([N:19]=[CH:20][N:21]3[CH2:24][CH2:25][C:26]([N:42]3[CH2:43][CH2:44][CH:39]([C:37]([NH:36][CH3:35])=[O:38])[CH2:40][CH2:41]3)=[O:27])=[C:17]([N:29]3[CH2:34][CH2:33][O:32][CH2:31][CH2:30]3)[N:16]=2)=[CH:13][N:14]=1, predict the reactants needed to synthesize it. The reactants are: C(OC([NH:8][C:9]1[N:14]=[CH:13][C:12]([C:15]2[N:23]=[C:22]3[C:18]([N:19]=[CH:20][N:21]3[CH2:24][CH2:25][C:26](O)=[O:27])=[C:17]([N:29]3[CH2:34][CH2:33][O:32][CH2:31][CH2:30]3)[N:16]=2)=[CH:11][N:10]=1)=O)(C)(C)C.[CH3:35][NH:36][C:37]([CH:39]1[CH2:44][CH2:43][NH:42][CH2:41][CH2:40]1)=[O:38]. (7) Given the product [CH3:1][O:2][C:3]1[CH:4]=[C:5]([C:11](=[O:19])/[CH:12]=[CH:13]/[C:14]([C:20]2[CH:25]=[CH:24][CH:23]=[CH:22][CH:21]=2)=[O:16])[CH:6]=[CH:7][C:8]=1[O:9][CH3:10], predict the reactants needed to synthesize it. The reactants are: [CH3:1][O:2][C:3]1[CH:4]=[C:5]([C:11](=[O:19])/[CH:12]=[CH:13]/[C:14]([O:16]CC)=O)[CH:6]=[CH:7][C:8]=1[O:9][CH3:10].[C:20]1([Mg]Br)[CH:25]=[CH:24][CH:23]=[CH:22][CH:21]=1.[Cl-].[NH4+].